From a dataset of Full USPTO retrosynthesis dataset with 1.9M reactions from patents (1976-2016). Predict the reactants needed to synthesize the given product. (1) Given the product [CH3:23][C:6]1[N:7]([CH2:17][C:18]([OH:20])=[O:19])[C:8]2[CH2:9][C:10]([CH3:16])([CH3:15])[CH2:11][C:12](=[O:14])[C:13]=2[C:5]=1[S:2](=[O:3])(=[O:4])[N:32]([CH3:31])[C:33]1[CH:38]=[CH:37][CH:36]=[CH:35][CH:34]=1, predict the reactants needed to synthesize it. The reactants are: Cl[S:2]([C:5]1[C:13]2[C:12](=[O:14])[CH2:11][C:10]([CH3:16])([CH3:15])[CH2:9][C:8]=2[N:7]([CH2:17][C:18]([O:20]CC)=[O:19])[C:6]=1[CH3:23])(=[O:4])=[O:3].C(N(CC)CC)C.[CH3:31][NH:32][C:33]1[CH:38]=[CH:37][CH:36]=[CH:35][CH:34]=1. (2) Given the product [Cl:1][C:2]1[CH:11]=[C:10]([C:12](=[O:14])[CH3:13])[C:9]([N:15]2[CH2:16][CH2:17][N:18]([C:24](=[O:25])[CH2:23][O:22][CH3:21])[CH2:19][CH2:20]2)=[C:8]2[C:3]=1[CH:4]=[CH:5][CH:6]=[N:7]2, predict the reactants needed to synthesize it. The reactants are: [Cl:1][C:2]1[CH:11]=[C:10]([C:12](=[O:14])[CH3:13])[C:9]([N:15]2[CH2:20][CH2:19][NH:18][CH2:17][CH2:16]2)=[C:8]2[C:3]=1[CH:4]=[CH:5][CH:6]=[N:7]2.[CH3:21][O:22][CH2:23][C:24](Cl)=[O:25].C(N(CC)CC)C. (3) Given the product [Cl:1][C:2]1[CH:3]=[C:4]2[C:8](=[CH:9][CH:10]=1)[NH:7][CH:6]=[C:5]2[CH:15]([N:16]([CH3:17])[CH3:18])[C:14]1[CH:19]=[CH:20][CH:21]=[CH:22][C:13]=1[CH3:12], predict the reactants needed to synthesize it. The reactants are: [Cl:1][C:2]1[CH:3]=[C:4]2[C:8](=[CH:9][CH:10]=1)[NH:7][CH:6]=[CH:5]2.[Cl-].[CH3:12][C:13]1[CH:22]=[CH:21][CH:20]=[CH:19][C:14]=1[CH:15]=[N+:16]([CH3:18])[CH3:17].CC1C=CC=CC=1C=O.CNC. (4) Given the product [ClH:33].[ClH:35].[NH2:34][C@H:8]([CH2:26][C:27]1[CH:32]=[CH:31][C:30]([Cl:33])=[CH:29][CH:28]=1)[C:9]([N:11]1[CH2:16][CH2:15][N:14]([C:17]2[C:18]3[CH:25]=[CH:24][NH:23][C:19]=3[N:20]=[CH:21][N:22]=2)[CH2:13][CH2:12]1)=[O:10], predict the reactants needed to synthesize it. The reactants are: C([C@@:8]([NH2:34])([CH2:26][C:27]1[CH:32]=[CH:31][C:30]([Cl:33])=[CH:29][CH:28]=1)[C:9]([N:11]1[CH2:16][CH2:15][N:14]([C:17]2[C:18]3[CH:25]=[CH:24][NH:23][C:19]=3[N:20]=[CH:21][N:22]=2)[CH2:13][CH2:12]1)=[O:10])(OC(C)(C)C)=O.[ClH:35].O1CCOCC1. (5) Given the product [CH3:1][C:2]1[CH:7]=[CH:6][C:5]([S:8]([CH3:11])(=[O:10])=[O:9])=[CH:4][C:3]=1[C:12]1[C:13]2[CH:20]=[C:19]([CH2:21][O:22][C:24]3[CH:29]=[CH:28][C:27]([C@@H:30]([C:37]#[C:38][CH3:39])[CH2:31][C:32]([O:34][CH2:35][CH3:36])=[O:33])=[CH:26][CH:25]=3)[CH:18]=[CH:17][C:14]=2[S:15][CH:16]=1, predict the reactants needed to synthesize it. The reactants are: [CH3:1][C:2]1[CH:7]=[CH:6][C:5]([S:8]([CH3:11])(=[O:10])=[O:9])=[CH:4][C:3]=1[C:12]1[C:13]2[CH:20]=[C:19]([CH2:21][OH:22])[CH:18]=[CH:17][C:14]=2[S:15][CH:16]=1.O[C:24]1[CH:29]=[CH:28][C:27]([C@@H:30]([C:37]#[C:38][CH3:39])[CH2:31][C:32]([O:34][CH2:35][CH3:36])=[O:33])=[CH:26][CH:25]=1.P(CCCC)(CCCC)CCCC.C1CCN(C(N=NC(N2CCCCC2)=O)=O)CC1. (6) Given the product [Br:18][C:19]1[C:23]2[CH:24]=[C:25]([O:28][CH3:29])[CH:26]=[CH:27][C:22]=2[O:21][C:20]=1[C:30]([CH:32]1[CH2:37][CH2:36][CH2:35][CH2:34][CH2:33]1)=[O:31], predict the reactants needed to synthesize it. The reactants are: CS(C)=O.FC(F)(F)C(OC(=O)C(F)(F)F)=O.[Br:18][C:19]1[C:23]2[CH:24]=[C:25]([O:28][CH3:29])[CH:26]=[CH:27][C:22]=2[O:21][C:20]=1[CH:30]([CH:32]1[CH2:37][CH2:36][CH2:35][CH2:34][CH2:33]1)[OH:31].C(N(CC)CC)C. (7) The reactants are: [CH2:1]([O:8][C:9]([NH:11][C@H:12]1[C@H:16]([OH:17])[CH2:15][N:14](C(OC(C)(C)C)=O)[CH2:13]1)=[O:10])[C:2]1[CH:7]=[CH:6][CH:5]=[CH:4][CH:3]=1.[ClH:25]. Given the product [ClH:25].[OH:17][C@@H:16]1[CH2:15][NH:14][CH2:13][C@H:12]1[NH:11][C:9](=[O:10])[O:8][CH2:1][C:2]1[CH:3]=[CH:4][CH:5]=[CH:6][CH:7]=1, predict the reactants needed to synthesize it. (8) Given the product [CH2:19]([C@H:23]1[C@@H:13]2[C@@H:8]([O:10][C:11](=[O:17])[O:12]2)[CH2:25][S:24]1)[CH2:20][CH:21]=[CH2:22], predict the reactants needed to synthesize it. The reactants are: N1C=CC=CC=1.Cl[C:8](Cl)([O:10][C:11](=[O:17])[O:12][C:13](Cl)(Cl)Cl)Cl.[CH2:19]([C@H:23]1[C@@H](O)[C@@H](O)[CH2:25][S:24]1)[CH2:20][CH:21]=[CH2:22].